From a dataset of Forward reaction prediction with 1.9M reactions from USPTO patents (1976-2016). Predict the product of the given reaction. (1) Given the reactants FC(F)(F)S(O[C:7]1[C:12]([F:13])=[CH:11][CH:10]=[CH:9][C:8]=1[Cl:14])(=O)=O.[C:17]([Si:19]([CH3:22])([CH3:21])[CH3:20])#[CH:18].C(N(CC)CC)C, predict the reaction product. The product is: [Cl:14][C:8]1[CH:9]=[CH:10][CH:11]=[C:12]([F:13])[C:7]=1[C:18]#[C:17][Si:19]([CH3:22])([CH3:21])[CH3:20]. (2) Given the reactants [C:1]([C@@H:4]1[CH2:9][CH2:8][CH2:7][CH2:6][C@H:5]1[NH:10][S:11]([C:14]1[CH:19]=[CH:18][C:17]([Cl:20])=[CH:16][CH:15]=1)(=[O:13])=[O:12])(=[O:3])[CH3:2].C(=O)([O-])[O-].[Cs+].[Cs+].Br[CH2:28][C:29]1[CH:34]=[CH:33][C:32]([C:35]2[O:36][CH:37]=[CH:38][N:39]=2)=[CH:31][C:30]=1[F:40].ClC1C=CC(S(N(CC2C=CC(C3OC=CN=3)=C(F)C=2F)[C@@H]2CCCC[C@H]2CO)(=O)=O)=CC=1, predict the reaction product. The product is: [C:1]([C@@H:4]1[CH2:9][CH2:8][CH2:7][CH2:6][C@H:5]1[N:10]([CH2:28][C:29]1[CH:34]=[CH:33][C:32]([C:35]2[O:36][CH:37]=[CH:38][N:39]=2)=[CH:31][C:30]=1[F:40])[S:11]([C:14]1[CH:15]=[CH:16][C:17]([Cl:20])=[CH:18][CH:19]=1)(=[O:12])=[O:13])(=[O:3])[CH3:2]. (3) Given the reactants [OH:1][C:2]1[CH:21]=[CH:20][C:5]([O:6][C:7]2[C:12]([I:13])=[CH:11][C:10]([CH2:14][C:15](OC)=[O:16])=[CH:9][C:8]=2[I:19])=[CH:4][CH:3]=1.[NH2:22][OH:23], predict the reaction product. The product is: [OH:23][NH:22][C:15](=[O:16])[CH2:14][C:10]1[CH:11]=[C:12]([I:13])[C:7]([O:6][C:5]2[CH:20]=[CH:21][C:2]([OH:1])=[CH:3][CH:4]=2)=[C:8]([I:19])[CH:9]=1. (4) Given the reactants [OH:1][C:2]1[C:11]([C:12](=[O:15])[CH2:13][CH3:14])=[C:10]2[C:5]([C:6]([CH2:17][CH2:18][CH3:19])=[CH:7][C:8](=[O:16])[O:9]2)=[C:4]2[O:20][C:21]([CH3:25])([CH3:24])[CH:22]=[CH:23][C:3]=12.C(=O)([O-])[O-].[K+].[K+].[C:32](OCCBr)(=[O:34])[CH3:33], predict the reaction product. The product is: [OH:34][CH2:32][CH2:33][O:1][C:2]1[C:11]([C:12](=[O:15])[CH2:13][CH3:14])=[C:10]2[C:5]([C:6]([CH2:17][CH2:18][CH3:19])=[CH:7][C:8](=[O:16])[O:9]2)=[C:4]2[O:20][C:21]([CH3:25])([CH3:24])[CH:22]=[CH:23][C:3]=12. (5) Given the reactants [C:1]([NH:4][C:5]1[C:10]2[CH2:11][CH2:12][O:13][C:9]=2[C:8]([C:14]([NH2:16])=O)=[CH:7][CH:6]=1)(=[O:3])[CH3:2].N1C=CC=CC=1.FC(F)(F)C(OC(=O)C(F)(F)F)=O.O, predict the reaction product. The product is: [C:14]([C:8]1[C:9]2[O:13][CH2:12][CH2:11][C:10]=2[C:5]([NH:4][C:1](=[O:3])[CH3:2])=[CH:6][CH:7]=1)#[N:16]. (6) The product is: [F:1][C:2]1[C:3]([NH:10][C:11]2[C:16]([C:17]3[N:25]=[CH:24][N:23]=[C:22]4[C:18]=3[N:19]=[CH:20][N:21]4[CH:26]3[CH2:31][CH2:30][CH2:29][CH2:28][O:27]3)=[CH:15][CH:14]=[CH:13][N:12]=2)=[C:4]([F:9])[CH:5]=[CH:6][C:7]=1[NH:8][S:37]([C:34]1[CH:35]=[CH:36][S:32][CH:33]=1)(=[O:39])=[O:38]. Given the reactants [F:1][C:2]1[C:7]([NH2:8])=[CH:6][CH:5]=[C:4]([F:9])[C:3]=1[NH:10][C:11]1[C:16]([C:17]2[N:25]=[CH:24][N:23]=[C:22]3[C:18]=2[N:19]=[CH:20][N:21]3[CH:26]2[CH2:31][CH2:30][CH2:29][CH2:28][O:27]2)=[CH:15][CH:14]=[CH:13][N:12]=1.[S:32]1[CH:36]=[CH:35][C:34]([S:37](Cl)(=[O:39])=[O:38])=[CH:33]1.N1C=CC=CC=1, predict the reaction product.